Dataset: Forward reaction prediction with 1.9M reactions from USPTO patents (1976-2016). Task: Predict the product of the given reaction. (1) Given the reactants [CH3:1][O:2][C:3]1[CH:8]=[C:7]([CH3:9])[C:6]([S:10]([N:13]2[CH2:22][CH2:21][C:20]3[C:15](=[CH:16][C:17]([C:23](OC)=[O:24])=[CH:18][CH:19]=3)[CH2:14]2)(=[O:12])=[O:11])=[C:5]([CH3:27])[CH:4]=1.[H-].[H-].[H-].[H-].[Li+].[Al+3].C1COCC1.O, predict the reaction product. The product is: [CH3:1][O:2][C:3]1[CH:8]=[C:7]([CH3:9])[C:6]([S:10]([N:13]2[CH2:22][CH2:21][C:20]3[C:15](=[CH:16][C:17]([CH2:23][OH:24])=[CH:18][CH:19]=3)[CH2:14]2)(=[O:11])=[O:12])=[C:5]([CH3:27])[CH:4]=1. (2) Given the reactants [F:1][C:2]1[CH:11]=[C:10]([F:12])[CH:9]=[C:8]2[C:3]=1[C:4]([NH:20][C:21]1[C:28](I)=[CH:27][C:24]([C:25]#[N:26])=[C:23]([N:30]3[CH2:35][CH2:34][O:33][CH2:32][CH2:31]3)[CH:22]=1)=[C:5]([CH3:19])[C:6]([C:13]1[CH:18]=[CH:17][CH:16]=[CH:15][N:14]=1)=[N:7]2.[CH3:36][O:37][C:38]1[CH:39]=[C:40](B(O)O)[CH:41]=[N:42][CH:43]=1.C1(P(C2CCCCC2)C2CCCCC2)CCCCC1.[O-]P([O-])([O-])=O.[K+].[K+].[K+], predict the reaction product. The product is: [F:1][C:2]1[CH:11]=[C:10]([F:12])[CH:9]=[C:8]2[C:3]=1[C:4]([NH:20][C:21]1[C:28]([C:40]3[CH:41]=[N:42][CH:43]=[C:38]([O:37][CH3:36])[CH:39]=3)=[CH:27][C:24]([C:25]#[N:26])=[C:23]([N:30]3[CH2:35][CH2:34][O:33][CH2:32][CH2:31]3)[CH:22]=1)=[C:5]([CH3:19])[C:6]([C:13]1[CH:18]=[CH:17][CH:16]=[CH:15][N:14]=1)=[N:7]2. (3) Given the reactants C([O:3][C:4](=O)[CH:5]([NH:15][S:16]([C:19]1[CH:24]=[CH:23][C:22]([F:25])=[C:21]([CH3:26])[CH:20]=1)(=[O:18])=[O:17])[CH:6]([C:11]([F:14])([F:13])[F:12])[C:7]([F:10])([F:9])[F:8])C.[Li+].[BH4-], predict the reaction product. The product is: [F:25][C:22]1[CH:23]=[CH:24][C:19]([S:16]([NH:15][CH:5]([CH2:4][OH:3])[CH:6]([C:7]([F:8])([F:9])[F:10])[C:11]([F:13])([F:12])[F:14])(=[O:17])=[O:18])=[CH:20][C:21]=1[CH3:26]. (4) Given the reactants [NH2:1][C:2]1[C:3]([C:9](O)=[O:10])=[N:4][C:5]([Cl:8])=[CH:6][CH:7]=1.B.C1COCC1.Cl.C([O-])(O)=O.[Na+], predict the reaction product. The product is: [NH2:1][C:2]1[C:3]([CH2:9][OH:10])=[N:4][C:5]([Cl:8])=[CH:6][CH:7]=1. (5) The product is: [C:1]1([O:7][C:8](=[O:9])[NH:11][C:12]2[CH:17]=[CH:16][C:15]([C:18]#[N:19])=[CH:14][N:13]=2)[CH:6]=[CH:5][CH:4]=[CH:3][CH:2]=1. Given the reactants [C:1]1([O:7][C:8](Cl)=[O:9])[CH:6]=[CH:5][CH:4]=[CH:3][CH:2]=1.[NH2:11][C:12]1[CH:17]=[CH:16][C:15]([C:18]#[N:19])=[CH:14][N:13]=1.N1C=CC=CC=1, predict the reaction product. (6) The product is: [CH2:9]([S:11][C:5]1[CH:6]=[CH:7][C:2]([NH2:1])=[N:3][CH:4]=1)[CH3:10]. Given the reactants [NH2:1][C:2]1[CH:7]=[CH:6][C:5](I)=[CH:4][N:3]=1.[CH2:9]([S-:11])[CH3:10].[Na+].C(O)CO, predict the reaction product. (7) The product is: [BrH:30].[CH2:19]([O:21][P:22]([CH2:27][CH2:28][CH2:29][N:2]([CH3:1])[CH2:3][CH2:4][CH2:5][CH2:6][CH2:7][CH2:8][CH2:9][CH2:10][CH2:11][CH2:12][CH2:13][CH2:14][CH2:15][CH2:16][CH2:17][CH3:18])(=[O:26])[O:23][CH2:24][CH3:25])[CH3:20]. Given the reactants [CH3:1][NH:2][CH2:3][CH2:4][CH2:5][CH2:6][CH2:7][CH2:8][CH2:9][CH2:10][CH2:11][CH2:12][CH2:13][CH2:14][CH2:15][CH2:16][CH2:17][CH3:18].[CH2:19]([O:21][P:22]([CH2:27][CH2:28][CH2:29][Br:30])(=[O:26])[O:23][CH2:24][CH3:25])[CH3:20].C(N(C(C)C)CC)(C)C, predict the reaction product.